Dataset: NCI-60 drug combinations with 297,098 pairs across 59 cell lines. Task: Regression. Given two drug SMILES strings and cell line genomic features, predict the synergy score measuring deviation from expected non-interaction effect. (1) Drug 1: C1CC2CC3=C(CC1C24CN(S(=O)(=O)N4)CC(F)(F)F)C=CC(=C3)C=CCN5CCC(CC5)C(F)(F)F. Drug 2: CCC1(C2=C(COC1=O)C(=O)N3CC4=CC5=C(C=CC(=C5CN(C)C)O)N=C4C3=C2)O. Cell line: HT29. Synergy scores: CSS=81.1, Synergy_ZIP=3.66, Synergy_Bliss=3.96, Synergy_Loewe=3.82, Synergy_HSA=9.37. (2) Drug 1: CC12CCC(CC1=CCC3C2CCC4(C3CC=C4C5=CN=CC=C5)C)O. Drug 2: C1CN(CCN1C(=O)CCBr)C(=O)CCBr. Cell line: KM12. Synergy scores: CSS=27.8, Synergy_ZIP=-7.59, Synergy_Bliss=-5.30, Synergy_Loewe=-4.66, Synergy_HSA=-3.49. (3) Cell line: MDA-MB-435. Drug 1: CC1=C(C=C(C=C1)NC2=NC=CC(=N2)N(C)C3=CC4=NN(C(=C4C=C3)C)C)S(=O)(=O)N.Cl. Synergy scores: CSS=4.84, Synergy_ZIP=9.71, Synergy_Bliss=16.9, Synergy_Loewe=11.2, Synergy_HSA=10.5. Drug 2: C1CCC(C1)C(CC#N)N2C=C(C=N2)C3=C4C=CNC4=NC=N3.